This data is from Catalyst prediction with 721,799 reactions and 888 catalyst types from USPTO. The task is: Predict which catalyst facilitates the given reaction. (1) Reactant: [CH2:1]([O:8][CH2:9][CH2:10][C@H:11]([NH:31][C:32](=[O:38])[O:33][C:34]([CH3:37])([CH3:36])[CH3:35])[C:12]1[N:17]([C:18]2[CH:23]=[C:22]([F:24])[CH:21]=[C:20]([F:25])[CH:19]=2)[C:16](=[O:26])[C:15]2=[C:27](Br)[CH:28]=[CH:29][N:14]2[N:13]=1)[C:2]1[CH:7]=[CH:6][CH:5]=[CH:4][CH:3]=1.[C:39]([Zn]C#N)#[N:40]. The catalyst class is: 427. Product: [CH2:1]([O:8][CH2:9][CH2:10][C@H:11]([NH:31][C:32](=[O:38])[O:33][C:34]([CH3:37])([CH3:36])[CH3:35])[C:12]1[N:17]([C:18]2[CH:23]=[C:22]([F:24])[CH:21]=[C:20]([F:25])[CH:19]=2)[C:16](=[O:26])[C:15]2=[C:27]([C:39]#[N:40])[CH:28]=[CH:29][N:14]2[N:13]=1)[C:2]1[CH:7]=[CH:6][CH:5]=[CH:4][CH:3]=1. (2) Reactant: [Si:1]([O:8][CH2:9][C@@H:10]1[CH2:14][C@@H:13]([N:15]2[C:19]3[N:20]=[CH:21][N:22]=[C:23]([NH:24][C@@H:25]4[C:33]5[C:28](=[CH:29][CH:30]=[CH:31][CH:32]=5)[CH2:27][CH2:26]4)[C:18]=3[CH:17]=[CH:16]2)[C@H:12]([OH:34])[C@@H:11]1[OH:35])([C:4]([CH3:7])([CH3:6])[CH3:5])([CH3:3])[CH3:2].[C:36](N1C=CN=C1)(N1C=CN=C1)=[S:37]. Product: [Si:1]([O:8][CH2:9][C@H:10]1[C@@H:11]2[C@@H:12]([O:34][C:36](=[S:37])[O:35]2)[C@H:13]([N:15]2[C:19]3[N:20]=[CH:21][N:22]=[C:23]([NH:24][C@@H:25]4[C:33]5[C:28](=[CH:29][CH:30]=[CH:31][CH:32]=5)[CH2:27][CH2:26]4)[C:18]=3[CH:17]=[CH:16]2)[CH2:14]1)([C:4]([CH3:7])([CH3:5])[CH3:6])([CH3:2])[CH3:3]. The catalyst class is: 3. (3) Reactant: C1(P(C2C=CC=CC=2)C2C=CC=CC=2)C=CC=CC=1.[F:20][C:21]1[CH:26]=[C:25]([OH:27])[CH:24]=[C:23]([F:28])[C:22]=1[C:29]1[N:34]=[C:33]([C:35]([O:37][CH3:38])=[O:36])[CH:32]=[CH:31][C:30]=1[F:39].[CH3:40][O:41][CH2:42][CH2:43][CH2:44]O.CC(OC(/N=N/C(OC(C)C)=O)=O)C. Product: [F:20][C:21]1[CH:26]=[C:25]([O:27][CH2:44][CH2:43][CH2:42][O:41][CH3:40])[CH:24]=[C:23]([F:28])[C:22]=1[C:29]1[N:34]=[C:33]([C:35]([O:37][CH3:38])=[O:36])[CH:32]=[CH:31][C:30]=1[F:39]. The catalyst class is: 1. (4) Reactant: C(OC([N:8]1[CH2:11][C:10]([C:13]2[CH:18]=[CH:17][C:16]([N:19]3[C:28](=[O:29])[CH2:27][C:26]4[C:21](=[CH:22][C:23]([O:32][CH:33]([CH3:35])[CH3:34])=[C:24]([O:30][CH3:31])[CH:25]=4)[C@@H:20]3[C:36]3[CH:41]=[CH:40][C:39]([Cl:42])=[CH:38][CH:37]=3)=[CH:15][CH:14]=2)([OH:12])[CH2:9]1)=O)(C)(C)C.C(O)(C(F)(F)F)=O. Product: [Cl:42][C:39]1[CH:40]=[CH:41][C:36]([C@H:20]2[C:21]3[C:26](=[CH:25][C:24]([O:30][CH3:31])=[C:23]([O:32][CH:33]([CH3:34])[CH3:35])[CH:22]=3)[CH2:27][C:28](=[O:29])[N:19]2[C:16]2[CH:17]=[CH:18][C:13]([C:10]3([OH:12])[CH2:11][NH:8][CH2:9]3)=[CH:14][CH:15]=2)=[CH:37][CH:38]=1. The catalyst class is: 2. (5) Reactant: [Cl:1][C:2]1[CH:7]=[CH:6][CH:5]=[C:4]([CH3:8])[C:3]=1[NH:9][C:10](=[O:16])/[CH:11]=[CH:12]/OCC.C1C(=O)N(Br)C(=O)C1.[NH2:25][C:26]([NH2:28])=[S:27].[OH-].[NH4+]. Product: [NH2:28][C:26]1[S:27][C:11]([C:10]([NH:9][C:3]2[C:4]([CH3:8])=[CH:5][CH:6]=[CH:7][C:2]=2[Cl:1])=[O:16])=[CH:12][N:25]=1. The catalyst class is: 38.